This data is from Full USPTO retrosynthesis dataset with 1.9M reactions from patents (1976-2016). The task is: Predict the reactants needed to synthesize the given product. (1) Given the product [CH3:1][O:2][C:3]1[CH:4]=[CH:5][C:6]2[C:10]([O:11][C:12]3[CH:17]=[CH:16][C:15](/[CH:18]=[CH:19]/[C:20]([O:22][CH3:23])=[O:21])=[CH:14][CH:13]=3)=[C:9]([C:24]3[CH:25]=[CH:26][C:27]([O:30][CH3:31])=[CH:28][CH:29]=3)[S:8][C:7]=2[CH:33]=1, predict the reactants needed to synthesize it. The reactants are: [CH3:1][O:2][C:3]1[CH:4]=[CH:5][C:6]2[C:10]([O:11][C:12]3[CH:17]=[CH:16][C:15](/[CH:18]=[CH:19]/[C:20]([O:22][CH3:23])=[O:21])=[CH:14][CH:13]=3)=[C:9]([C:24]3[CH:29]=[CH:28][C:27]([O:30][CH3:31])=[CH:26][CH:25]=3)[S:8](=O)[C:7]=2[CH:33]=1.C1(P(C2C=CC=CC=2)C2C=CC=CC=2)C=CC=CC=1. (2) Given the product [C:24]([O-:26])(=[O:25])[CH3:23].[O:15]=[C:12]1[C@@H:11]([NH3+:10])[CH2:14][NH:13]1, predict the reactants needed to synthesize it. The reactants are: C(OC(=O)[NH:10][C@H:11]1[CH2:14][NH:13][C:12]1=[O:15])C1C=CC=CC=1.C1CCC=CC=1.[CH3:23][C:24]([OH:26])=[O:25].C1COCC1. (3) Given the product [CH2:19]([NH:23][C:2]1[CH:7]=[CH:6][C:5]([C:8]2[CH:13]([CH3:14])[S:12][C:11](=[O:15])[NH:10][N:9]=2)=[CH:4][C:3]=1[N+:16]([O-:18])=[O:17])[CH:20]([CH3:22])[CH3:21], predict the reactants needed to synthesize it. The reactants are: Cl[C:2]1[CH:7]=[CH:6][C:5]([C:8]2[CH:13]([CH3:14])[S:12][C:11](=[O:15])[NH:10][N:9]=2)=[CH:4][C:3]=1[N+:16]([O-:18])=[O:17].[CH2:19]([NH2:23])[CH:20]([CH3:22])[CH3:21].